From a dataset of Full USPTO retrosynthesis dataset with 1.9M reactions from patents (1976-2016). Predict the reactants needed to synthesize the given product. (1) Given the product [C:1]([C:5]1[NH:6][C:7](=[O:16])[C:8]([C:11]([OH:13])=[O:12])=[CH:9][N:10]=1)([CH3:4])([CH3:2])[CH3:3], predict the reactants needed to synthesize it. The reactants are: [C:1]([C:5]1[NH:6][C:7](=[O:16])[C:8]([C:11]([O:13]CC)=[O:12])=[CH:9][N:10]=1)([CH3:4])([CH3:3])[CH3:2].[OH-].[Na+]. (2) Given the product [ClH:1].[NH:3]1[CH2:7][CH2:6][CH:5]([O:8][N:9]=[C:21]2[CH2:22][CH2:23][C@@:24]3([CH3:25])[CH:19]([C:18](=[O:30])[CH2:17][C@@H:16]4[C@@H:26]3[CH2:27][CH2:28][C@@:11]3([CH3:10])[C@H:15]4[CH2:14][CH2:13][C:12]3=[O:31])[CH2:20]2)[CH2:4]1, predict the reactants needed to synthesize it. The reactants are: [ClH:1].Cl.[NH:3]1[CH2:7][CH2:6][CH:5]([O:8][NH2:9])[CH2:4]1.[CH3:10][C@:11]12[CH2:28][CH2:27][C@H:26]3[C@@H:16]([CH2:17][C:18](=[O:30])[CH:19]4[C@:24]3([CH3:25])[CH2:23][CH2:22][C:21](=O)[CH2:20]4)[C@@H:15]1[CH2:14][CH2:13][C:12]2=[O:31].O.[Na+].[Cl-]. (3) Given the product [Cl:54][C:55]1[CH:60]=[C:59]([C:61]([F:64])([F:63])[F:62])[CH:58]=[CH:57][C:56]=1[NH:65][C:66](=[O:67])[NH:32][C:33]1[CH:34]=[CH:35][C:36]([C:39]2[S:43][C:42]([CH:44]3[CH2:45][CH2:46][CH:47]([C:50]([O:52][CH3:53])=[O:51])[CH2:48][CH2:49]3)=[N:41][CH:40]=2)=[CH:37][CH:38]=1, predict the reactants needed to synthesize it. The reactants are: FC(F)(F)C1C=C(NC(=O)NC2C=CC(C3SC(CCC(OC)=O)=NC=3)=CC=2)C=CC=1.[NH2:32][C:33]1[CH:38]=[CH:37][C:36]([C:39]2[S:43][C:42]([CH:44]3[CH2:49][CH2:48][CH:47]([C:50]([O:52][CH3:53])=[O:51])[CH2:46][CH2:45]3)=[N:41][CH:40]=2)=[CH:35][CH:34]=1.[Cl:54][C:55]1[CH:60]=[C:59]([C:61]([F:64])([F:63])[F:62])[CH:58]=[CH:57][C:56]=1[N:65]=[C:66]=[O:67]. (4) Given the product [F:1][C:2]1[CH:10]=[C:9]2[C:5]([C:6]([C:20]3[CH:21]=[CH:22][C:23]4[N:24]=[C:28]([CH2:29][NH:31][C:34](=[O:36])[CH3:35])[O:39][C:32]=4[CH:33]=3)=[CH:7][NH:8]2)=[CH:4][CH:3]=1, predict the reactants needed to synthesize it. The reactants are: [F:1][C:2]1[CH:10]=[C:9]2[C:5]([C:6]([C:20]3[CH:33]=[CH:32][C:23]4[N:24]([CH2:28][C:29]([NH2:31])=O)C(=O)O[C:22]=4[CH:21]=3)=[CH:7][N:8]2S(C2C=CC=CC=2)(=O)=O)=[CH:4][CH:3]=1.[C:34](Cl)(=[O:36])[CH3:35].Cl.[OH2:39]. (5) Given the product [NH:8]1[CH2:9][CH2:10][O:11][CH:6]([CH2:5][CH2:4][C:3]([O:2][CH3:1])=[O:22])[CH2:7]1, predict the reactants needed to synthesize it. The reactants are: [CH3:1][O:2][C:3](=[O:22])[CH:4]=[CH:5][CH:6]1[O:11][CH2:10][CH2:9][N:8](C(OCC2C=CC=CC=2)=O)[CH2:7]1. (6) Given the product [Na:1].[F:2][C:3]([F:11])([S:7]([OH:10])(=[O:9])=[O:8])[C:4]([O:6][C:18]12[CH2:22][CH:14]3[CH2:15][CH:16]([CH2:21][CH:20]([C:13]3=[O:12])[CH2:19]1)[CH2:17]2)=[O:5], predict the reactants needed to synthesize it. The reactants are: [Na:1].[F:2][C:3]([F:11])([S:7]([OH:10])(=[O:9])=[O:8])[C:4]([O-:6])=[O:5].[O:12]=[C:13]1[CH:20]2[CH2:21][C:16]3(O)[CH2:17][CH:18]([CH2:22][CH:14]1[CH2:15]3)[CH2:19]2.C(C1C=CC=CC=1)C.S(=O)(=O)(O)O.